Dataset: Reaction yield outcomes from USPTO patents with 853,638 reactions. Task: Predict the reaction yield, written as a fraction of the theoretical maximum amount of product (1.0 means a 100% yield; for example, 0.34 means a 34% yield). (1) The reactants are [CH3:1][C:2]1[C:7]2[NH:8][C:9]3[C:14]([C:6]=2[CH:5]=[CH:4][N:3]=1)=[CH:13][CH:12]=[C:11]([OH:15])[CH:10]=3.C(=O)([O-])[O-].[Cs+].[Cs+].[H-].[Na+].Br[CH:25]1[CH2:27][CH2:26]1. The catalyst is CN(C=O)C. The product is [CH:25]1([O:15][C:11]2[CH:10]=[C:9]3[C:14]([C:6]4[CH:5]=[CH:4][N:3]=[C:2]([CH3:1])[C:7]=4[NH:8]3)=[CH:13][CH:12]=2)[CH2:27][CH2:26]1. The yield is 0.279. (2) The reactants are [Cl:1][C:2]1[CH:10]=[CH:9][C:8]2[NH:7][C:6]3[CH2:11][CH2:12][N:13]([CH3:15])[CH2:14][C:5]=3[C:4]=2[CH:3]=1.[OH-].[K+].[CH2:18]([C:21]1[CH:26]=[CH:25][C:24]([CH:27]=[CH2:28])=[CH:23][N:22]=1)[CH2:19][CH3:20]. The catalyst is CN1CCCC1=O.O. The product is [Cl:1][C:2]1[CH:10]=[CH:9][C:8]2[N:7]([CH2:28][CH2:27][C:24]3[CH:23]=[N:22][C:21]([CH2:18][CH2:19][CH3:20])=[CH:26][CH:25]=3)[C:6]3[CH2:11][CH2:12][N:13]([CH3:15])[CH2:14][C:5]=3[C:4]=2[CH:3]=1. The yield is 0.0960.